Dataset: Forward reaction prediction with 1.9M reactions from USPTO patents (1976-2016). Task: Predict the product of the given reaction. (1) Given the reactants CCN=C=NCCCN(C)C.CCN(CC)CC.[C:19]12([C:29](=[O:41])[CH2:30][O:31][C:32]3[CH:40]=[CH:39][C:35]([C:36]([OH:38])=O)=[CH:34][CH:33]=3)[CH2:28][CH:23]3[CH2:24][CH:25]([CH2:27][CH:21]([CH2:22]3)[CH2:20]1)[CH2:26]2.[CH2:42]([NH2:48])[C:43]1[O:47][CH:46]=[CH:45][CH:44]=1, predict the reaction product. The product is: [C:19]12([C:29](=[O:41])[CH2:30][O:31][C:32]3[CH:40]=[CH:39][C:35]([C:36]([NH:48][CH2:42][C:43]4[O:47][CH:46]=[CH:45][CH:44]=4)=[O:38])=[CH:34][CH:33]=3)[CH2:26][CH:25]3[CH2:24][CH:23]([CH2:22][CH:21]([CH2:27]3)[CH2:20]1)[CH2:28]2. (2) Given the reactants [C:1]1(=[O:11])[O:6][C:4](=[O:5])[C:3]2=[CH:7][CH:8]=[CH:9][CH:10]=[C:2]12.[CH3:12][C:13]([NH2:18])([CH2:16][OH:17])[CH2:14][OH:15], predict the reaction product. The product is: [C:1]1(=[O:11])[O:6][C:4](=[O:5])[C:3]2=[CH:7][CH:8]=[CH:9][CH:10]=[C:2]12.[CH3:12][C:13]([NH2:18])([CH2:16][OH:17])[CH2:14][OH:15]. (3) Given the reactants [CH2:1]([CH:8]([C:22]([OH:24])=[O:23])[C:9](O)([CH2:13][CH2:14][C:15]1[CH:20]=[CH:19][CH:18]=[CH:17][CH:16]=1)[C:10]([OH:12])=O)[C:2]1[CH:7]=[CH:6][CH:5]=[CH:4][CH:3]=1.C(OC(=O)C)(=O)C, predict the reaction product. The product is: [CH2:1]([C:8]1[C:22]([O:24][C:10](=[O:12])[C:9]=1[CH2:13][CH2:14][C:15]1[CH:16]=[CH:17][CH:18]=[CH:19][CH:20]=1)=[O:23])[C:2]1[CH:3]=[CH:4][CH:5]=[CH:6][CH:7]=1. (4) Given the reactants [C:1](=[C:4]1[C:9](=[O:10])[O:8][C:7]([CH3:12])([CH3:11])[O:6][C:5]1=[O:13])([CH3:3])[CH3:2].[C-:14]#[N:15].[K+], predict the reaction product. The product is: [CH3:12][C:7]1([CH3:11])[O:6][C:5](=[O:13])[CH:4]([C:1]([CH3:2])([CH3:3])[C:14]#[N:15])[C:9](=[O:10])[O:8]1. (5) Given the reactants [N:1]1([C:5]2[N:14]=[C:13]3[C:8]([C:9](=[O:24])[C:10]([C:19]([O:21]CC)=[O:20])=[CH:11][N:12]3CCC#N)=[CH:7][C:6]=2[C:25]#[N:26])[CH2:4][CH2:3][CH2:2]1.[Li+].[OH-].C(O)(=O)CC(CC(O)=O)(C(O)=O)O, predict the reaction product. The product is: [N:1]1([C:5]2[N:14]=[C:13]3[C:8]([C:9](=[O:24])[C:10]([C:19]([OH:21])=[O:20])=[CH:11][NH:12]3)=[CH:7][C:6]=2[C:25]#[N:26])[CH2:4][CH2:3][CH2:2]1. (6) Given the reactants FC(F)(F)S(O[CH2:7][C:8]([F:14])([F:13])[C:9]([F:12])([F:11])[F:10])(=O)=O.[C:17](#[N:21])[CH2:18][C:19]#[N:20].C(=O)([O-])[O-].[K+].[K+].Cl, predict the reaction product. The product is: [F:13][C:8]([F:14])([C:9]([F:12])([F:11])[F:10])[CH2:7][CH:18]([C:17]#[N:21])[C:19]#[N:20]. (7) Given the reactants [Cl:1][C:2]1[CH:22]=[C:21]([OH:23])[CH:20]=[CH:19][C:3]=1[CH2:4][CH:5]1[CH2:9][CH2:8][N:7]([CH:10]2[CH2:15][CH2:14][C:13]([OH:17])([CH3:16])[CH2:12][CH2:11]2)[C:6]1=[O:18].[F:24][C:25]([F:31])([F:30])[S:26](O)(=[O:28])=[O:27], predict the reaction product. The product is: [F:24][C:25]([F:31])([F:30])[S:26]([O:23][C:21]1[CH:20]=[CH:19][C:3]([CH2:4][CH:5]2[CH2:9][CH2:8][N:7]([CH:10]3[CH2:11][CH2:12][C:13]([OH:17])([CH3:16])[CH2:14][CH2:15]3)[C:6]2=[O:18])=[C:2]([Cl:1])[CH:22]=1)(=[O:28])=[O:27]. (8) Given the reactants C(OC(=O)[NH:7][CH2:8][CH2:9][N:10]1[C:18]2[C:17]([NH:19][C:20]3[CH:25]=[CH:24][C:23]([O:26][C:27]4[CH:32]=[CH:31][CH:30]=[C:29]([O:33][CH2:34][CH:35]5[CH2:37][CH2:36]5)[CH:28]=4)=[C:22]([Cl:38])[CH:21]=3)=[N:16][CH:15]=[N:14][C:13]=2[CH:12]=[CH:11]1)(C)(C)C.[ClH:40], predict the reaction product. The product is: [ClH:38].[ClH:40].[NH2:7][CH2:8][CH2:9][N:10]1[C:18]2[C:17]([NH:19][C:20]3[CH:25]=[CH:24][C:23]([O:26][C:27]4[CH:32]=[CH:31][CH:30]=[C:29]([O:33][CH2:34][CH:35]5[CH2:37][CH2:36]5)[CH:28]=4)=[C:22]([Cl:38])[CH:21]=3)=[N:16][CH:15]=[N:14][C:13]=2[CH:12]=[CH:11]1. (9) Given the reactants [C:1]([O:4][C@@H:5]1[CH2:10][C@H:9]([C:11]2[CH:16]=[CH:15][N:14]=[CH:13][C:12]=2[N+:17]([O-])=O)[O:8][C@H:7]([CH:20]2[CH2:22][CH2:21]2)[C@:6]1([OH:24])[CH3:23])(=[O:3])[CH3:2], predict the reaction product. The product is: [C:1]([O:4][C@@H:5]1[CH2:10][C@H:9]([C:11]2[CH:16]=[CH:15][N:14]=[CH:13][C:12]=2[NH2:17])[O:8][C@H:7]([CH:20]2[CH2:21][CH2:22]2)[C@:6]1([OH:24])[CH3:23])(=[O:3])[CH3:2].[C:1]([O:4][C@H:5]1[CH2:10][C@@H:9]([C:11]2[CH:16]=[CH:15][N:14]=[CH:13][C:12]=2[NH2:17])[O:8][C@@H:7]([CH:20]2[CH2:21][CH2:22]2)[C@@:6]1([OH:24])[CH3:23])(=[O:3])[CH3:2]. (10) Given the reactants [CH:1]1([CH:4]([O:7][C:8]2[C:9](Cl)=[N:10][C:11]([Cl:20])=[N:12][C:13]=2[N:14]2[CH2:19][CH2:18][O:17][CH2:16][CH2:15]2)[CH2:5][OH:6])[CH2:3][CH2:2]1.[H-].[Na+], predict the reaction product. The product is: [Cl:20][C:11]1[N:12]=[C:13]([N:14]2[CH2:19][CH2:18][O:17][CH2:16][CH2:15]2)[C:8]2[O:7][CH:4]([CH:1]3[CH2:3][CH2:2]3)[CH2:5][O:6][C:9]=2[N:10]=1.